Task: Predict the reactants needed to synthesize the given product.. Dataset: Full USPTO retrosynthesis dataset with 1.9M reactions from patents (1976-2016) Given the product [CH3:18][CH:17]([CH3:19])[CH2:16][N:15]1[C:11]2[C:10]3[CH:9]=[CH:8][CH:7]=[CH:6][C:5]=3[N:4]=[C:3]([NH2:21])[C:12]=2[N:13]=[C:14]1[NH2:20], predict the reactants needed to synthesize it. The reactants are: Br.Cl[C:3]1[C:12]2[N:13]=[C:14]([NH2:20])[N:15]([CH2:16][CH:17]([CH3:19])[CH3:18])[C:11]=2[C:10]2[CH:9]=[CH:8][CH:7]=[CH:6][C:5]=2[N:4]=1.[NH3:21].